Dataset: Catalyst prediction with 721,799 reactions and 888 catalyst types from USPTO. Task: Predict which catalyst facilitates the given reaction. (1) Reactant: CO[C:3](=[O:13])[C:4]1[C:9]([I:10])=[CH:8][CH:7]=[CH:6][C:5]=1[CH2:11]Br.[CH3:14][O:15][C:16]1[CH:17]=[C:18]([CH:21]=[CH:22][CH:23]=1)[CH2:19][NH2:20].C([O-])([O-])=O.[K+].[K+].C(OCC)(=O)C. Product: [I:10][C:9]1[CH:8]=[CH:7][CH:6]=[C:5]2[C:4]=1[C:3](=[O:13])[N:20]([CH2:19][C:18]1[CH:21]=[CH:22][CH:23]=[C:16]([O:15][CH3:14])[CH:17]=1)[CH2:11]2. The catalyst class is: 345. (2) Reactant: [OH:1][C:2]1[CH:29]=[CH:28][C:5]([CH2:6][N:7]([CH2:20][CH2:21][C:22]2[CH:27]=[CH:26][CH:25]=[CH:24][N:23]=2)[C:8](=[O:19])[CH2:9][CH2:10][CH2:11][CH2:12][C:13]2[CH:18]=[CH:17][CH:16]=[CH:15][CH:14]=2)=[CH:4][C:3]=1[O:30][CH3:31].CCN(CC)CC.[C:39](Cl)(=[O:46])[C:40]1[CH:45]=[CH:44][CH:43]=[CH:42][CH:41]=1. Product: [C:39]([O:1][C:2]1[CH:29]=[CH:28][C:5]([CH2:6][N:7]([CH2:20][CH2:21][C:22]2[CH:27]=[CH:26][CH:25]=[CH:24][N:23]=2)[C:8](=[O:19])[CH2:9][CH2:10][CH2:11][CH2:12][C:13]2[CH:18]=[CH:17][CH:16]=[CH:15][CH:14]=2)=[CH:4][C:3]=1[O:30][CH3:31])(=[O:46])[C:40]1[CH:45]=[CH:44][CH:43]=[CH:42][CH:41]=1. The catalyst class is: 2.